Task: Regression. Given two drug SMILES strings and cell line genomic features, predict the synergy score measuring deviation from expected non-interaction effect.. Dataset: NCI-60 drug combinations with 297,098 pairs across 59 cell lines (1) Drug 1: C1C(C(OC1N2C=NC3=C(N=C(N=C32)Cl)N)CO)O. Drug 2: C1CC(=O)NC(=O)C1N2C(=O)C3=CC=CC=C3C2=O. Cell line: LOX IMVI. Synergy scores: CSS=26.1, Synergy_ZIP=-7.84, Synergy_Bliss=-5.58, Synergy_Loewe=-25.0, Synergy_HSA=-6.45. (2) Drug 1: CC12CCC3C(C1CCC2O)C(CC4=C3C=CC(=C4)O)CCCCCCCCCS(=O)CCCC(C(F)(F)F)(F)F. Drug 2: CC(C)NC(=O)C1=CC=C(C=C1)CNNC.Cl. Cell line: CCRF-CEM. Synergy scores: CSS=-3.10, Synergy_ZIP=0.987, Synergy_Bliss=-0.948, Synergy_Loewe=-3.62, Synergy_HSA=-3.53.